Regression. Given two drug SMILES strings and cell line genomic features, predict the synergy score measuring deviation from expected non-interaction effect. From a dataset of NCI-60 drug combinations with 297,098 pairs across 59 cell lines. (1) Drug 1: C1CCC(CC1)NC(=O)N(CCCl)N=O. Drug 2: CCC1=C2CN3C(=CC4=C(C3=O)COC(=O)C4(CC)O)C2=NC5=C1C=C(C=C5)O. Cell line: RXF 393. Synergy scores: CSS=21.9, Synergy_ZIP=-10.7, Synergy_Bliss=-5.77, Synergy_Loewe=-3.29, Synergy_HSA=-2.05. (2) Drug 1: C1=NNC2=C1C(=O)NC=N2. Drug 2: C1CNP(=O)(OC1)N(CCCl)CCCl. Cell line: SN12C. Synergy scores: CSS=-0.825, Synergy_ZIP=-0.489, Synergy_Bliss=-3.02, Synergy_Loewe=-2.25, Synergy_HSA=-4.77. (3) Drug 1: CCC(=C(C1=CC=CC=C1)C2=CC=C(C=C2)OCCN(C)C)C3=CC=CC=C3.C(C(=O)O)C(CC(=O)O)(C(=O)O)O. Drug 2: C1CC(=O)NC(=O)C1N2C(=O)C3=CC=CC=C3C2=O. Cell line: SR. Synergy scores: CSS=1.52, Synergy_ZIP=-3.60, Synergy_Bliss=-4.50, Synergy_Loewe=-4.49, Synergy_HSA=-3.83. (4) Drug 1: CCCS(=O)(=O)NC1=C(C(=C(C=C1)F)C(=O)C2=CNC3=C2C=C(C=N3)C4=CC=C(C=C4)Cl)F. Drug 2: C1CN1P(=S)(N2CC2)N3CC3. Cell line: UO-31. Synergy scores: CSS=9.52, Synergy_ZIP=-3.98, Synergy_Bliss=-2.15, Synergy_Loewe=-1.50, Synergy_HSA=-1.59.